Dataset: Reaction yield outcomes from USPTO patents with 853,638 reactions. Task: Predict the reaction yield, written as a fraction of the theoretical maximum amount of product (1.0 means a 100% yield; for example, 0.34 means a 34% yield). (1) The reactants are [C:1]([O:5][C:6]([N:8]1[C@H:17]([C:18](O)=[O:19])[CH2:16][C:15]2[C:10](=[CH:11][C:12]([N+:21]([O-:23])=[O:22])=[CH:13][CH:14]=2)[CH2:9]1)=[O:7])([CH3:4])([CH3:3])[CH3:2].C1C=CC2N(O)N=NC=2C=1.[CH:34]1([O:39][C:40](=[O:47])[C@H:41]([CH2:43][CH:44]([CH3:46])[CH3:45])[NH2:42])[CH2:38][CH2:37][CH2:36][CH2:35]1.C(N(CC)CC)C.CCN=C=NCCCN(C)C.Cl. The catalyst is C(Cl)Cl. The product is [C:1]([O:5][C:6]([N:8]1[C@H:17]([C:18](=[O:19])[NH:42][C@H:41]([C:40]([O:39][CH:34]2[CH2:35][CH2:36][CH2:37][CH2:38]2)=[O:47])[CH2:43][CH:44]([CH3:46])[CH3:45])[CH2:16][C:15]2[C:10](=[CH:11][C:12]([N+:21]([O-:23])=[O:22])=[CH:13][CH:14]=2)[CH2:9]1)=[O:7])([CH3:2])([CH3:3])[CH3:4]. The yield is 0.820. (2) The reactants are [CH3:1][C:2]([O:6][CH:7]1[CH2:12][CH2:11][CH2:10][CH2:9][O:8]1)([CH3:5])[CH2:3][OH:4].CC(OI1(OC(C)=O)(OC(C)=O)OC(=O)C2C=CC=CC1=2)=O.C([O-])(O)=O.[Na+].[O-]S([O-])(=S)=O.[Na+].[Na+]. The catalyst is ClCCl. The product is [CH3:5][C:2]([O:6][CH:7]1[CH2:12][CH2:11][CH2:10][CH2:9][O:8]1)([CH3:1])[CH:3]=[O:4]. The yield is 0.830. (3) The reactants are [C:1]1([NH2:11])[C:10]2[C:5](=[CH:6][CH:7]=[CH:8][CH:9]=2)[CH:4]=[CH:3][N:2]=1.N1C=CC=CC=1.Cl[C:19]([O:21][C:22]1[CH:27]=[CH:26][CH:25]=[CH:24][CH:23]=1)=[O:20]. The catalyst is C(#N)C.O. The product is [C:1]1([NH:11][C:19](=[O:20])[O:21][C:22]2[CH:27]=[CH:26][CH:25]=[CH:24][CH:23]=2)[C:10]2[C:5](=[CH:6][CH:7]=[CH:8][CH:9]=2)[CH:4]=[CH:3][N:2]=1. The yield is 0.520. (4) The reactants are [O:1]1[CH2:6][CH2:5][N:4]([C:7]2[N:12]=[C:11]([N:13]3[CH2:18][CH2:17][O:16][CH2:15][CH2:14]3)[N:10]=[C:9]([C:19]3[CH:24]=[CH:23][C:22]([NH:25][C:26](=[O:37])[NH:27][C:28]4[CH:36]=[CH:35][C:31]([C:32](O)=[O:33])=[CH:30][CH:29]=4)=[CH:21][CH:20]=3)[N:8]=2)[CH2:3][CH2:2]1.CCN(C(C)C)C(C)C.CN(C(ON1N=NC2C=CC=CC1=2)=[N+](C)C)C.F[P-](F)(F)(F)(F)F.[NH:71]1[CH2:76][CH2:75][NH:74][CH2:73][CH2:72]1. The catalyst is CN1C(=O)CCC1. The product is [O:1]1[CH2:6][CH2:5][N:4]([C:7]2[N:12]=[C:11]([N:13]3[CH2:14][CH2:15][O:16][CH2:17][CH2:18]3)[N:10]=[C:9]([C:19]3[CH:20]=[CH:21][C:22]([NH:25][C:26]([NH:27][C:28]4[CH:36]=[CH:35][C:31]([C:32]([N:71]5[CH2:76][CH2:75][NH:74][CH2:73][CH2:72]5)=[O:33])=[CH:30][CH:29]=4)=[O:37])=[CH:23][CH:24]=3)[N:8]=2)[CH2:3][CH2:2]1. The yield is 0.300. (5) The reactants are [OH:1][C:2]1([CH3:9])[CH2:7][CH2:6][C:5](=O)[CH2:4][CH2:3]1.[CH:10]1([NH2:13])[CH2:12][CH2:11]1.[BH-](OC(C)=O)(OC(C)=O)OC(C)=O.[Na+].C(O)(=O)C.[OH-].[Na+]. The catalyst is ClCCCl. The product is [CH:10]1([NH:13][CH:5]2[CH2:6][CH2:7][C:2]([CH3:9])([OH:1])[CH2:3][CH2:4]2)[CH2:12][CH2:11]1. The yield is 0.720. (6) The reactants are [CH3:1][CH:2]1[CH2:8][N:7](C(=O)C(F)(F)F)[CH2:6][CH2:5][C:4]2[N:15]=[CH:16][C:17]([NH2:19])=[CH:18][C:3]1=2.C([O-])([O-])=O.[K+].[K+].CO.C([O-])(O)=O.[Na+]. The catalyst is C(Cl)Cl.O. The product is [CH3:1][CH:2]1[CH2:8][NH:7][CH2:6][CH2:5][C:4]2[N:15]=[CH:16][C:17]([NH2:19])=[CH:18][C:3]1=2. The yield is 0.240.